This data is from Forward reaction prediction with 1.9M reactions from USPTO patents (1976-2016). The task is: Predict the product of the given reaction. (1) Given the reactants [Si:1]([O:18][C:19]1[CH:27]=[C:26]2[C:22]([C:23]([C:28]([O-:30])=[O:29])=[N:24][NH:25]2)=[CH:21][CH:20]=1)([C:14]([CH3:17])([CH3:16])[CH3:15])([C:8]1[CH:13]=[CH:12][CH:11]=[CH:10][CH:9]=1)[C:2]1[CH:7]=[CH:6][CH:5]=[CH:4][CH:3]=1.[O:31]1[CH:36]=[CH:35][CH2:34][CH2:33][CH2:32]1.O.[C:38]1(C)C(S(O)(=O)=O)=CC=C[CH:43]=1.C(=O)(O)[O-].[Na+], predict the reaction product. The product is: [Si:1]([O:18][C:19]1[CH:27]=[C:26]2[C:22]([C:23]([C:28]([O:30][CH2:38][CH3:43])=[O:29])=[N:24][N:25]2[CH:36]2[CH2:35][CH2:34][CH2:33][CH2:32][O:31]2)=[CH:21][CH:20]=1)([C:14]([CH3:15])([CH3:16])[CH3:17])([C:8]1[CH:13]=[CH:12][CH:11]=[CH:10][CH:9]=1)[C:2]1[CH:7]=[CH:6][CH:5]=[CH:4][CH:3]=1. (2) Given the reactants C([N:8]1[C@H:16]([CH2:17][OH:18])[CH2:15][C@@:10]2([C:12]([CH3:14])([CH3:13])[CH2:11]2)[CH2:9]1)C1C=CC=CC=1, predict the reaction product. The product is: [CH3:13][C:12]1([CH3:14])[C@@:10]2([CH2:15][C@@H:16]([CH2:17][OH:18])[NH:8][CH2:9]2)[CH2:11]1. (3) Given the reactants Cl[C:2]1[CH:3]=[CH:4][C:5]2[C:11](=[O:12])[C:10]3[CH:13]=[CH:14][CH:15]=[C:16]([O:17][CH3:18])[C:9]=3[CH2:8][CH2:7][C:6]=2[CH:19]=1.[F:20][C:21]1[CH:27]=[C:26]([F:28])[CH:25]=[CH:24][C:22]=1[NH2:23].P.O(C(C)(C)C)[Na], predict the reaction product. The product is: [F:20][C:21]1[CH:27]=[C:26]([F:28])[CH:25]=[CH:24][C:22]=1[NH:23][C:2]1[CH:3]=[CH:4][C:5]2[C:11](=[O:12])[C:10]3[CH:13]=[CH:14][CH:15]=[C:16]([O:17][CH3:18])[C:9]=3[CH2:8][CH2:7][C:6]=2[CH:19]=1. (4) Given the reactants [C:1](Cl)(=[O:8])[C:2]1[CH:7]=[CH:6][CH:5]=[CH:4][CH:3]=1.[NH2:10][C:11]1[N:23]=[C:22]([C:24]2[CH:29]=[CH:28][CH:27]=[CH:26][C:25]=2[O:30][CH2:31][C:32]2[CH:37]=[CH:36][CH:35]=[CH:34][CH:33]=2)[CH:21]=[C:20]([C:38]2[CH:43]=[CH:42][CH:41]=[C:40]([N+:44]([O-:46])=[O:45])[CH:39]=2)[C:12]=1[C:13]([O:15][C:16]([CH3:19])([CH3:18])[CH3:17])=[O:14], predict the reaction product. The product is: [C:1]([NH:10][C:11]1[N:23]=[C:22]([C:24]2[CH:29]=[CH:28][CH:27]=[CH:26][C:25]=2[O:30][CH2:31][C:32]2[CH:37]=[CH:36][CH:35]=[CH:34][CH:33]=2)[CH:21]=[C:20]([C:38]2[CH:43]=[CH:42][CH:41]=[C:40]([N+:44]([O-:46])=[O:45])[CH:39]=2)[C:12]=1[C:13]([O:15][C:16]([CH3:19])([CH3:17])[CH3:18])=[O:14])(=[O:8])[C:2]1[CH:7]=[CH:6][CH:5]=[CH:4][CH:3]=1. (5) Given the reactants [O:1]=[C:2]1[C:10]2[C:5](=[CH:6][CH:7]=[CH:8][CH:9]=2)[C:4](=[O:11])[N:3]1[C@@H:12](C=C)[C@@H:13]([OH:29])[CH2:14][N:15]([C@H:25]([CH3:28])[CH:26]=[CH2:27])[S:16]([C:19]1[CH:24]=[CH:23][CH:22]=[CH:21][N:20]=1)(=[O:18])=[O:17], predict the reaction product. The product is: [O:1]=[C:2]1[C:10]2[C:5](=[CH:6][CH:7]=[CH:8][CH:9]=2)[C:4](=[O:11])[N:3]1[C@H:12]1[CH:27]=[CH:26][C@@H:25]([CH3:28])[N:15]([S:16]([C:19]2[CH:24]=[CH:23][CH:22]=[CH:21][N:20]=2)(=[O:17])=[O:18])[CH2:14][C@@H:13]1[OH:29]. (6) Given the reactants [C:1]1([Li])[CH:6]=[CH:5][CH:4]=[CH:3][CH:2]=1.[CH:8]1[CH:13]=[CH:12][C:11]([C:14]2[CH:27]=[CH:26][N:25]=[C:24]3[C:15]=2[CH:16]=[CH:17][C:18]2[C:23]3=[N:22][CH:21]=[CH:20][C:19]=2[C:28]2[CH:33]=[CH:32][CH:31]=[CH:30][CH:29]=2)=[CH:10][CH:9]=1, predict the reaction product. The product is: [C:1]1([C:26]2[CH:27]=[C:14]([C:11]3[CH:12]=[CH:13][CH:8]=[CH:9][CH:10]=3)[C:15]3[C:24](=[C:23]4[C:18](=[CH:17][CH:16]=3)[C:19]([C:28]3[CH:29]=[CH:30][CH:31]=[CH:32][CH:33]=3)=[CH:20][CH:21]=[N:22]4)[N:25]=2)[CH:6]=[CH:5][CH:4]=[CH:3][CH:2]=1. (7) The product is: [ClH:31].[CH2:1]([C:3]1[CH:4]=[CH:5][C:6]([CH2:7][NH:8][CH:9]2[CH2:10][CH2:11][N:12]([CH2:15][CH2:16][N:17]3[C:26]4[C:21](=[CH:22][CH:23]=[C:24]([F:27])[CH:25]=4)[N:20]=[CH:19][C:18]3=[O:28])[CH2:13][CH2:14]2)=[CH:29][CH:30]=1)[CH3:2]. Given the reactants [CH2:1]([C:3]1[CH:30]=[CH:29][C:6]([CH2:7][NH:8][CH:9]2[CH2:14][CH2:13][N:12]([CH2:15][CH2:16][N:17]3[C:26]4[C:21](=[CH:22][CH:23]=[C:24]([F:27])[CH:25]=4)[N:20]=[CH:19][C:18]3=[O:28])[CH2:11][CH2:10]2)=[CH:5][CH:4]=1)[CH3:2].[ClH:31].C(OCC)(=O)C, predict the reaction product.